This data is from Forward reaction prediction with 1.9M reactions from USPTO patents (1976-2016). The task is: Predict the product of the given reaction. (1) Given the reactants [Si:1]([O:8][C@@H:9]1[C@@:26]2([CH3:27])[C:13](=[CH:14][CH2:15][C@@H:16]3[C@@H:25]2[CH2:24][CH2:23][C@@:21]2([CH3:22])[C@H:17]3[CH2:18][CH2:19][C@@H:20]2[CH2:28][OH:29])[CH2:12][CH:11]([O:30][Si:31]([C:34]([CH3:37])([CH3:36])[CH3:35])([CH3:33])[CH3:32])[CH2:10]1)([C:4]([CH3:7])([CH3:6])[CH3:5])([CH3:3])[CH3:2].[CH3:38][N:39]([CH3:44])[C:40](=[O:43])[CH:41]=[CH2:42].[H-].[Na+].C1OCCOCCOCCOCCOC1.[Cl-].[NH4+], predict the reaction product. The product is: [Si:1]([O:8][C@@H:9]1[C@@:26]2([CH3:27])[C:13](=[CH:14][CH2:15][C@@H:16]3[C@@H:25]2[CH2:24][CH2:23][C@@:21]2([CH3:22])[C@H:17]3[CH2:18][CH2:19][C@@H:20]2[CH2:28][O:29][CH2:42][CH2:41][C:40]([N:39]([CH3:44])[CH3:38])=[O:43])[CH2:12][C@@H:11]([O:30][Si:31]([C:34]([CH3:37])([CH3:36])[CH3:35])([CH3:32])[CH3:33])[CH2:10]1)([C:4]([CH3:7])([CH3:6])[CH3:5])([CH3:3])[CH3:2]. (2) Given the reactants Cl.[CH3:2][N:3]([CH3:10])[CH2:4][CH2:5][CH2:6][C:7](O)=[O:8].CN(C(ON1N=NC2C=CC=NC1=2)=[N+](C)C)C.F[P-](F)(F)(F)(F)F.C(N(C(C)C)C(C)C)C.[O:44]1[CH2:49][CH2:48][O:47][CH2:46][CH:45]1[C:50]1[C:58]2[S:57][C:56]([NH2:59])=[N:55][C:54]=2[C:53]([O:60][CH3:61])=[CH:52][CH:51]=1, predict the reaction product. The product is: [CH3:2][N:3]([CH3:10])[CH2:4][CH2:5][CH2:6][C:7]([NH:59][C:56]1[S:57][C:58]2[C:50]([CH:45]3[CH2:46][O:47][CH2:48][CH2:49][O:44]3)=[CH:51][CH:52]=[C:53]([O:60][CH3:61])[C:54]=2[N:55]=1)=[O:8]. (3) Given the reactants [NH3:1].C(Cl)Cl.C1COCC1.Cl.[CH2:11]([NH2:14])[CH2:12][CH3:13].[N:15]1[CH:20]=[CH:19][CH:18]=[CH:17][CH:16]=1, predict the reaction product. The product is: [NH2:14][C:11]1[C:12]2[C:20](=[CH:19][CH:18]=[CH:17][CH:13]=2)[N:15]=[CH:16][N:1]=1.[NH3:14]. (4) The product is: [N+:38]([C:41]1[CH:46]=[CH:45][C:44]([C:2]2[CH:7]=[CH:6][C:5]([C:8]([NH:10][C@@H:11]([CH:19]3[CH2:20][CH2:21][CH2:22][CH2:23][CH2:24]3)[C:12]([O:14][C:15]([CH3:17])([CH3:18])[CH3:16])=[O:13])=[O:9])=[C:4]([NH:25][C:26]([NH:28][C:29]3[C:30]([CH3:37])=[CH:31][C:32]([CH3:36])=[CH:33][C:34]=3[CH3:35])=[O:27])[CH:3]=2)=[CH:43][CH:42]=1)([O-:40])=[O:39]. Given the reactants Cl[C:2]1[CH:7]=[CH:6][C:5]([C:8]([NH:10][C@@H:11]([CH:19]2[CH2:24][CH2:23][CH2:22][CH2:21][CH2:20]2)[C:12]([O:14][C:15]([CH3:18])([CH3:17])[CH3:16])=[O:13])=[O:9])=[C:4]([NH:25][C:26]([NH:28][C:29]2[C:34]([CH3:35])=[CH:33][C:32]([CH3:36])=[CH:31][C:30]=2[CH3:37])=[O:27])[CH:3]=1.[N+:38]([C:41]1[CH:46]=[CH:45][C:44](B(O)O)=[CH:43][CH:42]=1)([O-:40])=[O:39].C(=O)([O-])[O-].[Na+].[Na+], predict the reaction product. (5) The product is: [Cl:16][C:17]1[N:22]=[C:21]([N:23]2[C:27]([CH3:28])=[C:26]([C:29]([N:2]([CH3:1])[C:3]3[CH:8]=[CH:7][N:6]=[N:5][CH:4]=3)=[O:30])[CH:25]=[N:24]2)[C:20]([CH3:32])=[CH:19][CH:18]=1. Given the reactants [CH3:1][NH:2][C:3]1[CH:8]=[CH:7][N:6]=[N:5][CH:4]=1.C(N(CC)CC)C.[Cl:16][C:17]1[N:22]=[C:21]([N:23]2[C:27]([CH3:28])=[C:26]([C:29](Cl)=[O:30])[CH:25]=[N:24]2)[C:20]([CH3:32])=[CH:19][CH:18]=1.C(Cl)(=O)C(Cl)=O, predict the reaction product.